Dataset: TCR-epitope binding with 47,182 pairs between 192 epitopes and 23,139 TCRs. Task: Binary Classification. Given a T-cell receptor sequence (or CDR3 region) and an epitope sequence, predict whether binding occurs between them. (1) The epitope is KAYNVTQAF. The TCR CDR3 sequence is CASSYRDGYTDTQYF. Result: 1 (the TCR binds to the epitope). (2) The epitope is YYRRATRRIR. The TCR CDR3 sequence is CASSTDTNEQFF. Result: 0 (the TCR does not bind to the epitope). (3) The epitope is NLVPMVATV. The TCR CDR3 sequence is CASSYLRDTYYEQYF. Result: 0 (the TCR does not bind to the epitope). (4) The epitope is ILGLPTQTV. The TCR CDR3 sequence is CASSKYSVNEQFF. Result: 0 (the TCR does not bind to the epitope).